This data is from NCI-60 drug combinations with 297,098 pairs across 59 cell lines. The task is: Regression. Given two drug SMILES strings and cell line genomic features, predict the synergy score measuring deviation from expected non-interaction effect. (1) Drug 1: CS(=O)(=O)CCNCC1=CC=C(O1)C2=CC3=C(C=C2)N=CN=C3NC4=CC(=C(C=C4)OCC5=CC(=CC=C5)F)Cl. Drug 2: C(CN)CNCCSP(=O)(O)O. Cell line: OVCAR-4. Synergy scores: CSS=0.460, Synergy_ZIP=2.18, Synergy_Bliss=3.75, Synergy_Loewe=2.74, Synergy_HSA=0.626. (2) Drug 1: CN(C)C1=NC(=NC(=N1)N(C)C)N(C)C. Drug 2: C(=O)(N)NO. Cell line: SF-295. Synergy scores: CSS=2.66, Synergy_ZIP=-2.58, Synergy_Bliss=-3.64, Synergy_Loewe=-6.87, Synergy_HSA=-1.93. (3) Drug 1: CC1C(C(CC(O1)OC2CC(CC3=C2C(=C4C(=C3O)C(=O)C5=C(C4=O)C(=CC=C5)OC)O)(C(=O)C)O)N)O.Cl. Drug 2: CC=C1C(=O)NC(C(=O)OC2CC(=O)NC(C(=O)NC(CSSCCC=C2)C(=O)N1)C(C)C)C(C)C. Cell line: BT-549. Synergy scores: CSS=56.1, Synergy_ZIP=12.0, Synergy_Bliss=14.2, Synergy_Loewe=-4.57, Synergy_HSA=15.1. (4) Drug 1: C1=CC(=CC=C1CCCC(=O)O)N(CCCl)CCCl. Drug 2: C(CCl)NC(=O)N(CCCl)N=O. Cell line: BT-549. Synergy scores: CSS=18.4, Synergy_ZIP=-8.52, Synergy_Bliss=2.96, Synergy_Loewe=-4.99, Synergy_HSA=2.00. (5) Drug 2: C1=CC=C(C=C1)NC(=O)CCCCCCC(=O)NO. Cell line: SK-OV-3. Drug 1: CC1=C2C(C(=O)C3(C(CC4C(C3C(C(C2(C)C)(CC1OC(=O)C(C(C5=CC=CC=C5)NC(=O)OC(C)(C)C)O)O)OC(=O)C6=CC=CC=C6)(CO4)OC(=O)C)O)C)O. Synergy scores: CSS=15.2, Synergy_ZIP=-3.03, Synergy_Bliss=3.23, Synergy_Loewe=3.47, Synergy_HSA=3.02. (6) Drug 1: CC1=C2C(C(=O)C3(C(CC4C(C3C(C(C2(C)C)(CC1OC(=O)C(C(C5=CC=CC=C5)NC(=O)OC(C)(C)C)O)O)OC(=O)C6=CC=CC=C6)(CO4)OC(=O)C)O)C)O. Drug 2: C(CC(=O)O)C(=O)CN.Cl. Cell line: A498. Synergy scores: CSS=5.76, Synergy_ZIP=-1.85, Synergy_Bliss=-1.29, Synergy_Loewe=-5.51, Synergy_HSA=-2.67. (7) Drug 1: C1C(C(OC1N2C=NC3=C2NC=NCC3O)CO)O. Drug 2: CC1C(C(CC(O1)OC2CC(CC3=C2C(=C4C(=C3O)C(=O)C5=C(C4=O)C(=CC=C5)OC)O)(C(=O)CO)O)N)O.Cl. Cell line: MCF7. Synergy scores: CSS=39.1, Synergy_ZIP=0.292, Synergy_Bliss=-1.48, Synergy_Loewe=-25.0, Synergy_HSA=-1.62. (8) Drug 1: CN1CCC(CC1)COC2=C(C=C3C(=C2)N=CN=C3NC4=C(C=C(C=C4)Br)F)OC. Drug 2: CS(=O)(=O)OCCCCOS(=O)(=O)C. Cell line: OVCAR-4. Synergy scores: CSS=6.80, Synergy_ZIP=-2.91, Synergy_Bliss=-4.96, Synergy_Loewe=-8.59, Synergy_HSA=-5.10.